Dataset: Reaction yield outcomes from USPTO patents with 853,638 reactions. Task: Predict the reaction yield, written as a fraction of the theoretical maximum amount of product (1.0 means a 100% yield; for example, 0.34 means a 34% yield). (1) The catalyst is CO. The reactants are [NH2:1][CH2:2][CH2:3][N:4]1[C:12]2[C:7](=[CH:8][CH:9]=[C:10]([S:13][CH3:14])[CH:11]=2)[CH:6]=[C:5]1[C:15](=O)[CH:16]([CH3:18])[CH3:17].CCN(CC)CC.[BH4-].[Na+]. The yield is 0.425. The product is [CH:16]([CH:15]1[C:5]2=[CH:6][C:7]3[CH:8]=[CH:9][C:10]([S:13][CH3:14])=[CH:11][C:12]=3[N:4]2[CH2:3][CH2:2][NH:1]1)([CH3:18])[CH3:17]. (2) The product is [OH:16][CH2:15][C@H:5]1[CH2:6][N:7]([C:8]([O:10][C:11]([CH3:14])([CH3:13])[CH3:12])=[O:9])[C@@H:2]([CH3:1])[CH2:3][CH2:4]1. The yield is 0.700. The catalyst is C1COCC1. The reactants are [CH3:1][C@@H:2]1[N:7]([C:8]([O:10][C:11]([CH3:14])([CH3:13])[CH3:12])=[O:9])[CH2:6][C@H:5]([C:15](OC)=[O:16])[CH2:4][CH2:3]1.CC(C[AlH]CC(C)C)C. (3) The catalyst is O.O1CCOCC1. The yield is 0.340. The product is [OH:31][C:2]1[C:7]2[O:8][C:9]3[CH2:14][CH2:13][N:12]([C:15]([O:17][C:18]([CH3:21])([CH3:20])[CH3:19])=[O:16])[CH2:11][C:10]=3[C:6]=2[CH:5]=[C:4]([S:22]([C:25]2[CH:30]=[CH:29][CH:28]=[CH:27][CH:26]=2)(=[O:24])=[O:23])[CH:3]=1. The reactants are Cl[C:2]1[C:7]2[O:8][C:9]3[CH2:14][CH2:13][N:12]([C:15]([O:17][C:18]([CH3:21])([CH3:20])[CH3:19])=[O:16])[CH2:11][C:10]=3[C:6]=2[CH:5]=[C:4]([S:22]([C:25]2[CH:30]=[CH:29][CH:28]=[CH:27][CH:26]=2)(=[O:24])=[O:23])[CH:3]=1.[OH-:31].[K+].C(P(C(C)(C)C)C1C(C)=C(C)C(C)=C(C)C=1C1C(C(C)C)=CC(C(C)C)=CC=1C(C)C)(C)(C)C.Cl. (4) The reactants are [CH3:1][N:2]1[C:7]([CH3:8])=[CH:6][C:5](=[O:9])[N:4]([CH3:10])[C:3]1=[O:11].ClC1C=CC=CC=1.[C:19]1([CH3:26])[CH:24]=[CH:23][CH:22]=[C:21](Cl)[CH:20]=1. The catalyst is [Cl-].[Zn+2].[Cl-].O. The product is [C:19]1([CH3:26])[CH:24]=[CH:23][CH:22]=[C:21]([C:6]2[C:5](=[O:9])[N:4]([CH3:10])[C:3](=[O:11])[N:2]([CH3:1])[C:7]=2[CH3:8])[CH:20]=1. The yield is 0.263.